Dataset: Forward reaction prediction with 1.9M reactions from USPTO patents (1976-2016). Task: Predict the product of the given reaction. (1) Given the reactants [OH:1][C:2]1[CH:7]=[CH:6][C:5]([C:8](=[O:38])[CH2:9][CH2:10][C:11]([N:13]2[CH2:18][CH2:17][N:16]([C:19]3[CH:24]=[CH:23][C:22]([NH:25][C:26]([C:28]4[C:37]5[C:32](=[CH:33][CH:34]=[CH:35][CH:36]=5)[CH:31]=[CH:30][CH:29]=4)=[O:27])=[CH:21][CH:20]=3)[CH2:15][CH2:14]2)=[O:12])=[CH:4][CH:3]=1.C(=O)([O-])[O-].[K+].[K+].[S:45]([O:55][CH2:56][CH2:57]OS(C1C=CC(C)=CC=1)(=O)=O)([C:48]1[CH:54]=[CH:53][C:51]([CH3:52])=[CH:50][CH:49]=1)(=[O:47])=[O:46], predict the reaction product. The product is: [C:28]1([C:26]([NH:25][C:22]2[CH:21]=[CH:20][C:19]([N:16]3[CH2:17][CH2:18][N:13]([C:11](=[O:12])[CH2:10][CH2:9][C:8]([C:5]4[CH:6]=[CH:7][C:2]([O:1][CH2:57][CH2:56][O:55][S:45]([C:48]5[CH:54]=[CH:53][C:51]([CH3:52])=[CH:50][CH:49]=5)(=[O:47])=[O:46])=[CH:3][CH:4]=4)=[O:38])[CH2:14][CH2:15]3)=[CH:24][CH:23]=2)=[O:27])[C:37]2[C:32](=[CH:33][CH:34]=[CH:35][CH:36]=2)[CH:31]=[CH:30][CH:29]=1. (2) Given the reactants [NH2:1][C:2]1[CH:7]=[CH:6][CH:5]=[C:4]([Br:8])[C:3]=1[OH:9].Br[CH:11]([C:16]1[CH:21]=[CH:20][CH:19]=[CH:18][N:17]=1)[C:12](OC)=[O:13].N12CCCN=C1CCCCC2, predict the reaction product. The product is: [Br:8][C:4]1[C:3]2[O:9][CH:11]([C:16]3[CH:21]=[CH:20][CH:19]=[CH:18][N:17]=3)[C:12](=[O:13])[NH:1][C:2]=2[CH:7]=[CH:6][CH:5]=1. (3) Given the reactants [Cl:1][C:2]1[CH:7]=[CH:6][CH:5]=[CH:4][C:3]=1[NH:8][C:9]1[C:10]([F:21])=[C:11]([F:20])[CH:12]=[C:13]2[C:17]=1[C:16](=[O:18])[NH:15][CH:14]2[CH3:19].C1C(=O)N([Br:29])C(=O)C1, predict the reaction product. The product is: [Br:29][C:6]1[CH:5]=[CH:4][C:3]([NH:8][C:9]2[C:10]([F:21])=[C:11]([F:20])[CH:12]=[C:13]3[C:17]=2[C:16](=[O:18])[NH:15][CH:14]3[CH3:19])=[C:2]([Cl:1])[CH:7]=1.